From a dataset of Catalyst prediction with 721,799 reactions and 888 catalyst types from USPTO. Predict which catalyst facilitates the given reaction. (1) Reactant: [C:1]([O:5][C:6]([N:8]1[CH2:13][CH2:12][CH:11]([CH2:14][CH2:15][C:16]([N:18]2[CH2:23][CH2:22][CH2:21][C@@H:20]([C:24](O)=[O:25])[CH2:19]2)=[O:17])[CH2:10][CH2:9]1)=[O:7])([CH3:4])([CH3:3])[CH3:2].ClC(OCC(C)C)=O.CN1CCOCC1.Cl.[CH3:43][O:44][C:45](=[O:60])[C@@H:46]([NH:49][C:50]([O:52][CH2:53][C:54]1[CH:59]=[CH:58][CH:57]=[CH:56][CH:55]=1)=[O:51])[CH2:47][NH2:48].C[Si](C)(C)NC(=O)C. Product: [CH3:43][O:44][C:45](=[O:60])[C@@H:46]([NH:49][C:50]([O:52][CH2:53][C:54]1[CH:55]=[CH:56][CH:57]=[CH:58][CH:59]=1)=[O:51])[CH2:47][NH:48][C:24]([C@@H:20]1[CH2:21][CH2:22][CH2:23][N:18]([C:16](=[O:17])[CH2:15][CH2:14][CH:11]2[CH2:12][CH2:13][N:8]([C:6]([O:5][C:1]([CH3:3])([CH3:2])[CH3:4])=[O:7])[CH2:9][CH2:10]2)[CH2:19]1)=[O:25]. The catalyst class is: 7. (2) Reactant: [Cl:1][C:2]1[CH:3]=[C:4]([CH:23]=[CH:24][CH:25]=1)[CH2:5][O:6][C:7]1[CH:16]=[C:15]2[C:10]([CH:11]=[C:12]([C:17]([CH3:22])([CH3:21])[C:18](O)=[O:19])[CH:13]=[N:14]2)=[CH:9][CH:8]=1.C(Cl)(=O)C([Cl:29])=O. Product: [Cl:1][C:2]1[CH:3]=[C:4]([CH:23]=[CH:24][CH:25]=1)[CH2:5][O:6][C:7]1[CH:16]=[C:15]2[C:10]([CH:11]=[C:12]([C:17]([CH3:22])([CH3:21])[C:18]([Cl:29])=[O:19])[CH:13]=[N:14]2)=[CH:9][CH:8]=1. The catalyst class is: 59. (3) Reactant: [CH2:1]([O:3][CH2:4][CH2:5][O:6][C:7]1[CH:12]=[C:11]([CH3:13])[C:10]([C:14]2[CH:19]=[CH:18][CH:17]=[C:16]([CH2:20][NH:21][C:22]3[N:27]=[CH:26][C:25]([CH2:28][CH2:29][C:30]([OH:32])=[O:31])=[CH:24][CH:23]=3)[CH:15]=2)=[C:9]([CH3:33])[CH:8]=1)[CH3:2].[CH3:34][S:35]([OH:38])(=[O:37])=[O:36]. Product: [CH3:34][S:35]([OH:38])(=[O:37])=[O:36].[CH2:1]([O:3][CH2:4][CH2:5][O:6][C:7]1[CH:8]=[C:9]([CH3:33])[C:10]([C:14]2[CH:19]=[CH:18][CH:17]=[C:16]([CH2:20][NH:21][C:22]3[N:27]=[CH:26][C:25]([CH2:28][CH2:29][C:30]([OH:32])=[O:31])=[CH:24][CH:23]=3)[CH:15]=2)=[C:11]([CH3:13])[CH:12]=1)[CH3:2]. The catalyst class is: 757.